The task is: Predict the product of the given reaction.. This data is from Forward reaction prediction with 1.9M reactions from USPTO patents (1976-2016). (1) Given the reactants [CH3:1][C:2]1[N:3]=[N:4][N:5]([CH2:7][C:8]2[CH:13]=[C:12]([C:14]([F:17])([F:16])[F:15])[CH:11]=[CH:10][C:9]=2/[CH:18]=[CH:19]/[C:20]([N:22]2[CH2:27][CH2:26][NH:25][CH2:24][CH2:23]2)=[O:21])[N:6]=1.C(O)(=O)C.[CH3:32][N:33]1[CH:37]=[CH:36][C:35]([CH:38]=O)=[N:34]1.B.N1C=CC=CC=1C, predict the reaction product. The product is: [CH3:32][N:33]1[CH:37]=[CH:36][C:35]([CH2:38][N:25]2[CH2:26][CH2:27][N:22]([C:20](=[O:21])/[CH:19]=[CH:18]/[C:9]3[CH:10]=[CH:11][C:12]([C:14]([F:17])([F:16])[F:15])=[CH:13][C:8]=3[CH2:7][N:5]3[N:4]=[N:3][C:2]([CH3:1])=[N:6]3)[CH2:23][CH2:24]2)=[N:34]1. (2) Given the reactants [CH2:1]([NH:5][C:6]1[C:11]([N+:12]([O-:14])=[O:13])=[CH:10][CH:9]=[C:8]([C:15]2[C:16]([C:20]3[CH:25]=[CH:24][C:23]([F:26])=[CH:22][CH:21]=3)=[N:17][NH:18][CH:19]=2)[N:7]=1)[CH:2]([CH3:4])[CH3:3].[H-].[Na+].Cl.[O:30]1[CH2:35][CH2:34][N:33]([CH2:36][CH2:37]Cl)[CH2:32][CH2:31]1, predict the reaction product. The product is: [CH2:1]([NH:5][C:6]1[C:11]([N+:12]([O-:14])=[O:13])=[CH:10][CH:9]=[C:8]([C:15]2[C:16]([C:20]3[CH:21]=[CH:22][C:23]([F:26])=[CH:24][CH:25]=3)=[N:17][NH:18][C:19]=2[CH:36]([N:33]2[CH2:34][CH2:35][O:30][CH2:31][CH2:32]2)[CH3:37])[N:7]=1)[CH:2]([CH3:4])[CH3:3]. (3) Given the reactants Cl.[NH2:2][C:3]1[C:4]2[CH:16]=[C:15]([CH3:17])[S:14][C:5]=2[NH:6][C:7]2[CH:13]=[CH:12][CH:11]=[CH:10][C:8]=2[N:9]=1.CS(C)=O.C1(C)C=CC=CC=1.[NH:29]1[CH2:34][CH2:33]N[CH2:31][CH2:30]1, predict the reaction product. The product is: [CH3:17][C:15]1[S:14][C:5]2[NH:6][C:7]3[CH:13]=[CH:12][CH:11]=[CH:10][C:8]=3[N:9]=[C:3]([N:2]3[CH2:33][CH2:34][NH:29][CH2:30][CH2:31]3)[C:4]=2[CH:16]=1.